Task: Predict the reaction yield, written as a fraction of the theoretical maximum amount of product (1.0 means a 100% yield; for example, 0.34 means a 34% yield).. Dataset: Reaction yield outcomes from USPTO patents with 853,638 reactions (1) The product is [OH:39][C@H:38]([CH2:37][OH:36])[CH2:40][CH2:41][NH:42][C:30]([CH:9]1[CH:8]([C:4]2[CH:5]=[CH:6][CH:7]=[C:2]([Cl:1])[C:3]=2[F:33])[C:12]([C:15]2[CH:20]=[CH:19][C:18]([Cl:21])=[CH:17][C:16]=2[F:22])([C:13]#[N:14])[CH:11]([CH2:23][C:24]([CH:27]2[CH2:28][CH2:29]2)([CH3:25])[CH3:26])[NH:10]1)=[O:31]. The reactants are [Cl:1][C:2]1[C:3]([F:33])=[C:4]([CH:8]2[C:12]([C:15]3[CH:20]=[CH:19][C:18]([Cl:21])=[CH:17][C:16]=3[F:22])([C:13]#[N:14])[CH:11]([CH2:23][C:24]([CH:27]3[CH2:29][CH2:28]3)([CH3:26])[CH3:25])[NH:10][CH:9]2[C:30](O)=[O:31])[CH:5]=[CH:6][CH:7]=1.CC1(C)[O:39][C@@H:38]([CH2:40][CH2:41][NH2:42])[CH2:37][O:36]1.CN(C(ON1N=NC2C=CC=NC1=2)=[N+](C)C)C.F[P-](F)(F)(F)(F)F.CCN(C(C)C)C(C)C.Cl. The catalyst is C(Cl)Cl.O1CCCC1. The yield is 0.700. (2) The yield is 0.450. The catalyst is C1COCC1. The reactants are [CH3:1][O:2][C:3]1[C:12]([O:13][CH3:14])=[C:11]2[C:6]([C:7]([NH:15][C@@H:16]3[CH2:20][CH2:19][O:18][CH2:17]3)=[N:8][CH:9]=[N:10]2)=[CH:5][CH:4]=1.[H-].[Na+].[CH2:23](Br)[C:24]1[CH:29]=[CH:28][CH:27]=[CH:26][CH:25]=1. The product is [CH2:23]([N:15]([C@@H:16]1[CH2:20][CH2:19][O:18][CH2:17]1)[C:7]1[C:6]2[C:11](=[C:12]([O:13][CH3:14])[C:3]([O:2][CH3:1])=[CH:4][CH:5]=2)[N:10]=[CH:9][N:8]=1)[C:24]1[CH:29]=[CH:28][CH:27]=[CH:26][CH:25]=1. (3) The reactants are [Cl:1][C:2]1[C:3]([O:30][C@H:31]2[CH2:36][CH2:35][CH2:34][CH2:33][C@H:32]2[C:37]2[N:41]([CH3:42])[N:40]=[CH:39][CH:38]=2)=[CH:4][C:5]([F:29])=[C:6]([S:8]([N:11](CC2C=CC(OC)=CC=2OC)[C:12]2[CH:17]=[CH:16][N:15]=[CH:14][N:13]=2)(=[O:10])=[O:9])[CH:7]=1.C([SiH](CC)CC)C.FC(F)(F)C(O)=O. The catalyst is ClCCl. The product is [Cl:1][C:2]1[C:3]([O:30][C@H:31]2[CH2:36][CH2:35][CH2:34][CH2:33][C@H:32]2[C:37]2[N:41]([CH3:42])[N:40]=[CH:39][CH:38]=2)=[CH:4][C:5]([F:29])=[C:6]([S:8]([NH:11][C:12]2[CH:17]=[CH:16][N:15]=[CH:14][N:13]=2)(=[O:10])=[O:9])[CH:7]=1. The yield is 0.900. (4) The reactants are [F:1][C:2]1[CH:3]=[C:4]([C:8]2[S:9][C:10]([C:14](=O)[CH2:15][C:16](=O)[C:17]([O:19][CH2:20][CH3:21])=[O:18])=[C:11]([CH3:13])[N:12]=2)[CH:5]=[N:6][CH:7]=1.[CH3:24][NH:25][NH2:26]. The catalyst is C(O)C. The product is [F:1][C:2]1[CH:3]=[C:4]([C:8]2[S:9][C:10]([C:14]3[CH:15]=[C:16]([C:17]([O:19][CH2:20][CH3:21])=[O:18])[N:25]([CH3:24])[N:26]=3)=[C:11]([CH3:13])[N:12]=2)[CH:5]=[N:6][CH:7]=1. The yield is 0.170. (5) The reactants are [Cl:1][C:2]1[CH:32]=[CH:31][C:5]([CH2:6][C:7]2[CH:8]=[C:9]([C:25]3[CH:30]=[CH:29][N:28]=[CH:27][CH:26]=3)[S:10][C:11]=2[C:12]2[N:16]=[CH:15][N:14](COCC[Si](C)(C)C)[N:13]=2)=[CH:4][CH:3]=1.C(Cl)Cl.FC(F)(F)C(O)=O. No catalyst specified. The product is [Cl:1][C:2]1[CH:32]=[CH:31][C:5]([CH2:6][C:7]2[CH:8]=[C:9]([C:25]3[CH:30]=[CH:29][N:28]=[CH:27][CH:26]=3)[S:10][C:11]=2[C:12]2[NH:16][CH:15]=[N:14][N:13]=2)=[CH:4][CH:3]=1. The yield is 0.970. (6) The reactants are [CH:1]1(/[CH:7]=[C:8](\[C:16]([C:18]2[CH:23]=[CH:22][CH:21]=[CH:20][C:19]=2[OH:24])=[O:17])/C(OC(C)(C)C)=O)[CH2:6][CH2:5][CH2:4][CH2:3][CH2:2]1.C1(C)C=CC(S(O)(=O)=O)=CC=1. The catalyst is NC(N)=S.C1(C)C=CC=CC=1. The product is [CH:1]1([C@H:7]2[CH2:8][C:16](=[O:17])[C:18]3[C:19](=[CH:20][CH:21]=[CH:22][CH:23]=3)[O:24]2)[CH2:6][CH2:5][CH2:4][CH2:3][CH2:2]1. The yield is 0.650. (7) The reactants are [CH3:1][C:2]1[N:3]=[CH:4][C:5]([C:8]([O:10][CH3:11])=[O:9])=[N:6][CH:7]=1.[Br:12]Br. The catalyst is C(O)(=O)C. The product is [Br:12][CH2:1][C:2]1[N:3]=[CH:4][C:5]([C:8]([O:10][CH3:11])=[O:9])=[N:6][CH:7]=1. The yield is 0.460.